Task: Predict the reactants needed to synthesize the given product.. Dataset: Full USPTO retrosynthesis dataset with 1.9M reactions from patents (1976-2016) (1) Given the product [C:1]1([C:7]2[O:11][C:10]([CH:13]=[O:12])=[N:9][CH:8]=2)[CH:2]=[CH:3][CH:4]=[CH:5][CH:6]=1, predict the reactants needed to synthesize it. The reactants are: [C:1]1([C:7]2[O:11][CH:10]=[N:9][CH:8]=2)[CH:6]=[CH:5][CH:4]=[CH:3][CH:2]=1.[O:12]1CCC[CH2:13]1.C(OCC)C.C([Li])CCC.CN(C1C=CC=CN=1)C=O. (2) Given the product [CH3:37][NH:34][C:24]([C:14]1[CH:15]=[C:16]2[C:21](=[CH:22][C:13]=1[O:12][CH2:5][C:6]1[CH:11]=[CH:10][CH:9]=[CH:8][CH:7]=1)[N:20]=[CH:19][CH:18]=[C:17]2[Cl:3])=[O:26], predict the reactants needed to synthesize it. The reactants are: S(Cl)([Cl:3])=O.[CH2:5]([O:12][C:13]1[CH:22]=[C:21]2[C:16]([C:17](=O)[CH:18]=[CH:19][NH:20]2)=[CH:15][C:14]=1[C:24]([O:26]C1C=CC=CC=1)=O)[C:6]1[CH:11]=[CH:10][CH:9]=[CH:8][CH:7]=1.C[N:34]([CH3:37])C=O. (3) The reactants are: [NH2:1][C:2]1[N:7]=[CH:6][N:5]=[C:4]2[N:8]([C@H:32]3[CH2:37][CH2:36][C@H:35]([N:38]4[CH2:43][CH2:42][N:41]([CH3:44])[CH2:40][CH2:39]4)[CH2:34][CH2:33]3)[N:9]=[C:10]([C:11]3[CH:16]=[CH:15][C:14]([NH:17][C:18]([C:20]4[N:21]([CH3:29])[C:22]5[C:27]([CH:28]=4)=[CH:26][CH:25]=[CH:24][CH:23]=5)=[O:19])=[C:13]([O:30][CH3:31])[CH:12]=3)[C:3]=12.[C:45]([OH:52])(=[O:51])/[CH:46]=[CH:47]\[C:48]([OH:50])=[O:49]. Given the product [C:45]([OH:52])(=[O:51])/[CH:46]=[CH:47]\[C:48]([OH:50])=[O:49].[C:45]([OH:52])(=[O:51])/[CH:46]=[CH:47]\[C:48]([OH:50])=[O:49].[C:45]([OH:52])(=[O:51])/[CH:46]=[CH:47]\[C:48]([OH:50])=[O:49].[NH2:1][C:2]1[N:7]=[CH:6][N:5]=[C:4]2[N:8]([C@H:32]3[CH2:33][CH2:34][C@H:35]([N:38]4[CH2:43][CH2:42][N:41]([CH3:44])[CH2:40][CH2:39]4)[CH2:36][CH2:37]3)[N:9]=[C:10]([C:11]3[CH:16]=[CH:15][C:14]([NH:17][C:18]([C:20]4[N:21]([CH3:29])[C:22]5[C:27]([CH:28]=4)=[CH:26][CH:25]=[CH:24][CH:23]=5)=[O:19])=[C:13]([O:30][CH3:31])[CH:12]=3)[C:3]=12, predict the reactants needed to synthesize it. (4) Given the product [Cl:7][C:39]1[CH:38]=[CH:37][CH:36]=[C:35]([F:42])[C:34]=1[CH2:33][N:30]1[C:29]2[CH:43]=[CH:44][CH:45]=[CH:46][C:28]=2[S:27](=[O:47])(=[O:48])[N:26]([C:22]2[CH:23]=[C:24]([O:54][CH3:53])[CH:19]=[C:20]([O:4][CH3:1])[CH:21]=2)[C:31]1=[O:32], predict the reactants needed to synthesize it. The reactants are: [C:1]([O-:4])([O-])=O.[K+].[K+].[Cl:7]C1C=CC=C(F)C=1CBr.CO[C:19]1[C:24](C)=[CH:23][C:22]([N:26]2[C:31](=[O:32])[N:30]([CH2:33][C:34]3[C:39](F)=[CH:38][C:37](F)=[CH:36][C:35]=3[F:42])[C:29]3[CH:43]=[CH:44][CH:45]=[CH:46][C:28]=3[S:27]2(=[O:48])=[O:47])=[CH:21][C:20]=1C.CN([CH:53]=[O:54])C. (5) Given the product [Cl-:12].[Cl:12][CH2:11][C:10](=[O:13])[C@@H:9]([NH3+:8])[CH2:14][C:15]1[CH:20]=[CH:19][CH:18]=[CH:17][CH:16]=1, predict the reactants needed to synthesize it. The reactants are: C(OC([NH:8][C@@H:9]([CH2:14][C:15]1[CH:20]=[CH:19][CH:18]=[CH:17][CH:16]=1)[C:10](=[O:13])[CH2:11][Cl:12])=O)(C)(C)C.Cl. (6) Given the product [Br:1][C:2]1[C:3]([O:14][CH3:15])=[C:4]([CH:10]([NH2:16])[CH2:11][CH3:12])[CH:5]=[C:6]([Cl:9])[C:7]=1[CH3:8], predict the reactants needed to synthesize it. The reactants are: [Br:1][C:2]1[C:3]([O:14][CH3:15])=[C:4]([C:10](=O)[CH2:11][CH3:12])[CH:5]=[C:6]([Cl:9])[C:7]=1[CH3:8].[NH3:16].[BH4-].[Na+].